Dataset: Reaction yield outcomes from USPTO patents with 853,638 reactions. Task: Predict the reaction yield, written as a fraction of the theoretical maximum amount of product (1.0 means a 100% yield; for example, 0.34 means a 34% yield). (1) The reactants are [N+:1]([C:4]1[CH:5]=[CH:6][C:7]2[CH2:13][CH2:12][CH2:11][CH2:10][N:9]([C:14](=[O:16])[CH3:15])[C:8]=2[CH:17]=1)([O-])=O. The catalyst is CCO.[Pd]. The product is [NH2:1][C:4]1[CH:5]=[CH:6][C:7]2[CH2:13][CH2:12][CH2:11][CH2:10][N:9]([C:14](=[O:16])[CH3:15])[C:8]=2[CH:17]=1. The yield is 0.900. (2) The reactants are Cl[CH2:2][C:3]([C:14]1[CH:19]=[C:18]([F:20])[CH:17]=[CH:16][C:15]=1[F:21])([OH:13])[CH:4]([O:6]C(=O)C(C)(C)C)[CH3:5].C[O-].[Na+].Cl. The catalyst is C1COCC1.CO. The product is [O:13]1[C:3]([C:14]2[CH:19]=[C:18]([F:20])[CH:17]=[CH:16][C:15]=2[F:21])([CH:4]([OH:6])[CH3:5])[CH2:2]1. The yield is 0.790.